From a dataset of Full USPTO retrosynthesis dataset with 1.9M reactions from patents (1976-2016). Predict the reactants needed to synthesize the given product. (1) Given the product [O:1]([C:8]1[CH:9]=[CH:10][C:11]([S:14]([C:17]2([C:33](=[O:42])[NH:34][O:35][CH:36]3[CH2:41][CH2:40][CH2:39][CH2:38][O:37]3)[CH2:22][CH2:21][NH:20][CH2:19][CH2:18]2)(=[O:15])=[O:16])=[CH:12][CH:13]=1)[C:2]1[CH:3]=[CH:4][CH:5]=[CH:6][CH:7]=1, predict the reactants needed to synthesize it. The reactants are: [O:1]([C:8]1[CH:13]=[CH:12][C:11]([S:14]([C:17]2([C:33](=[O:42])[NH:34][O:35][CH:36]3[CH2:41][CH2:40][CH2:39][CH2:38][O:37]3)[CH2:22][CH2:21][N:20](C(OCC3C=CC=CC=3)=O)[CH2:19][CH2:18]2)(=[O:16])=[O:15])=[CH:10][CH:9]=1)[C:2]1[CH:7]=[CH:6][CH:5]=[CH:4][CH:3]=1. (2) The reactants are: [CH3:1][O:2][C:3]1[CH:4]=[CH:5][C:6]2[O:11][CH:10]=[C:9]([C:12]([NH2:14])=O)[O:8][C:7]=2[CH:15]=1.P(Cl)(Cl)(Cl)=O.C(=O)([O-])O.[Na+].ClCCl. Given the product [CH3:1][O:2][C:3]1[CH:4]=[CH:5][C:6]2[O:11][CH:10]=[C:9]([C:12]#[N:14])[O:8][C:7]=2[CH:15]=1, predict the reactants needed to synthesize it. (3) Given the product [Br:1][C:2]1[CH:3]=[C:4]([C:11]([OH:13])=[O:12])[N:5]([CH2:7][CH:8]2[CH2:9][CH2:10]2)[CH:6]=1, predict the reactants needed to synthesize it. The reactants are: [Br:1][C:2]1[CH:3]=[C:4]([C:11]([O:13]C)=[O:12])[N:5]([CH2:7][CH:8]2[CH2:10][CH2:9]2)[CH:6]=1.[OH-].[Na+].Cl. (4) Given the product [CH:47]1([CH2:50][CH2:51][O:52][C:53]2[CH:70]=[CH:69][C:56]([C:57]([CH:59]3[CH2:60][CH2:61][N:62]([CH2:65][C:66]([OH:68])=[O:67])[CH2:63][CH2:64]3)=[O:58])=[CH:55][CH:54]=2)[CH2:49][CH2:48]1.[CH:47]1([CH2:50][CH2:51][O:52][C:53]2[CH:70]=[CH:69][C:56]([C:57]([CH:59]3[CH2:60][CH2:61][N:62]([CH2:65][C:66]([NH:71][CH2:72][C:73]4[NH:74][C:75](=[O:83])[C:76]5[CH2:82][O:81][CH2:80][CH2:79][C:77]=5[N:78]=4)=[O:68])[CH2:63][CH2:64]3)=[O:58])=[CH:55][CH:54]=2)[CH2:48][CH2:49]1, predict the reactants needed to synthesize it. The reactants are: C(OC1C=CC(C(C2CCN(CC(O)=O)CC2)=O)=CC=1)C.FC1C=CC(C(C2CCN(CC(O)=O)CC2)=O)=CC=1.C1(CCO)CC1.[CH:47]1([CH2:50][CH2:51][O:52][C:53]2[CH:70]=[CH:69][C:56]([C:57]([CH:59]3[CH2:64][CH2:63][N:62]([CH2:65][C:66]([OH:68])=[O:67])[CH2:61][CH2:60]3)=[O:58])=[CH:55][CH:54]=2)[CH2:49][CH2:48]1.[NH2:71][CH2:72][C:73]1[NH:74][C:75](=[O:83])[C:76]2[CH2:82][O:81][CH2:80][CH2:79][C:77]=2[N:78]=1.C(O)(C(F)(F)F)=O. (5) The reactants are: [CH3:1][S:2][C:3]1[N:4]=[C:5]([OH:12])[C:6]2[CH:11]=[CH:10][NH:9][C:7]=2[N:8]=1.C1C=C(Cl)C=C(C(OO)=O)C=1.CS(C1N=C(O)C2C=CNC=2N=1)(=O)=O.[F:38][C:39]1[CH:44]=[CH:43]C(S)=[CH:41][CH:40]=1.CCN(C(C)C)C(C)C. Given the product [F:38][C:39]1[CH:44]=[CH:43][C:1]([S:2][C:3]2[N:4]=[C:5]([OH:12])[C:6]3[CH:11]=[CH:10][NH:9][C:7]=3[N:8]=2)=[CH:41][CH:40]=1, predict the reactants needed to synthesize it. (6) Given the product [Cl:1][C:2]1[CH:3]=[N+:4]([O-:27])[CH:5]=[C:6]([Cl:26])[C:7]=1[CH2:8][C@@H:9]([C:11]1[CH:16]=[CH:15][C:14]([O:17][CH:18]([F:20])[F:19])=[C:13]([O:21][CH2:22][CH:23]2[CH2:25][CH2:24]2)[CH:12]=1)[O:10][C:41](=[O:42])[CH2:40][C:39]([NH:38][C:32]1[CH:33]=[CH:34][C:35]([O:36][CH3:37])=[C:30]([O:29][CH3:28])[CH:31]=1)=[O:44], predict the reactants needed to synthesize it. The reactants are: [Cl:1][C:2]1[CH:3]=[N+:4]([O-:27])[CH:5]=[C:6]([Cl:26])[C:7]=1[CH2:8][C@@H:9]([C:11]1[CH:16]=[CH:15][C:14]([O:17][CH:18]([F:20])[F:19])=[C:13]([O:21][CH2:22][CH:23]2[CH2:25][CH2:24]2)[CH:12]=1)[OH:10].[CH3:28][O:29][C:30]1[CH:31]=[C:32]([NH:38][C:39](=[O:44])[CH2:40][C:41](O)=[O:42])[CH:33]=[CH:34][C:35]=1[O:36][CH3:37].C(Cl)CCl. (7) Given the product [CH3:15][C:12]1([CH3:14])[C:11]([CH3:16])([CH3:17])[O:10][B:9]([C:24]2[CH:23]=[C:22]([NH:26][C:27]([CH:29]3[CH2:30][CH2:31]3)=[O:28])[CH:21]=[CH:20][CH:25]=2)[O:13]1, predict the reactants needed to synthesize it. The reactants are: [CH3:16][C:11]1([CH3:17])[C:12]([CH3:15])([CH3:14])[O:13][B:9]([B:9]2[O:13][C:12]([CH3:15])([CH3:14])[C:11]([CH3:17])([CH3:16])[O:10]2)[O:10]1.Br[C:20]1[CH:21]=[C:22]([NH:26][C:27]([CH:29]2[CH2:31][CH2:30]2)=[O:28])[CH:23]=[CH:24][CH:25]=1.C([O-])(=O)C.[K+]. (8) Given the product [CH3:25][O:24][CH2:23][C:18]1[N:19]([CH2:20][CH2:21][CH3:22])[C:9]2[C:8]3[CH:7]=[C:6]([O:5][CH2:4][CH2:3][CH2:2][N:41]4[CH2:42][CH2:43][N:38]([C:33]5[CH:34]=[CH:35][CH:36]=[CH:37][N:32]=5)[CH2:39][CH2:40]4)[CH:15]=[CH:14][C:13]=3[N:12]=[C:11]([NH2:16])[C:10]=2[N:17]=1, predict the reactants needed to synthesize it. The reactants are: Cl[CH2:2][CH2:3][CH2:4][O:5][C:6]1[CH:15]=[CH:14][C:13]2[N:12]=[C:11]([NH2:16])[C:10]3[N:17]=[C:18]([CH2:23][O:24][CH3:25])[N:19]([CH2:20][CH2:21][CH3:22])[C:9]=3[C:8]=2[CH:7]=1.C(=O)([O-])[O-].[K+].[K+].[N:32]1[CH:37]=[CH:36][CH:35]=[CH:34][C:33]=1[N:38]1[CH2:43][CH2:42][NH:41][CH2:40][CH2:39]1.